Dataset: Catalyst prediction with 721,799 reactions and 888 catalyst types from USPTO. Task: Predict which catalyst facilitates the given reaction. (1) Reactant: Cl[C:2]1[N:12]=[CH:11][C:10]2[O:9][CH2:8][CH2:7][N:6]3[CH:13]=[C:14]([C:16]4[N:20]([CH:21]([CH3:23])[CH3:22])[N:19]=[CH:18][N:17]=4)[N:15]=[C:5]3[C:4]=2[CH:3]=1.C(N(CC)CC)C.O1CCCC1. Product: [CH:21]([N:20]1[C:16]([C:14]2[N:15]=[C:5]3[C:4]4[CH:3]=[CH:2][N:12]=[CH:11][C:10]=4[O:9][CH2:8][CH2:7][N:6]3[CH:13]=2)=[N:17][CH:18]=[N:19]1)([CH3:23])[CH3:22]. The catalyst class is: 63. (2) Reactant: [Cl:1][C:2]1[N:3]=[C:4](Cl)[C:5]2[CH2:11][N:10]([C:12]([O:14][C:15]([CH3:18])([CH3:17])[CH3:16])=[O:13])[CH2:9][CH2:8][C:6]=2[N:7]=1.[CH3:20][CH2:21][N:22](C(C)C)[CH:23]([CH3:25])[CH3:24].CC[O:31]C(C)=O. Product: [Cl:1][C:2]1[N:3]=[C:4]([N:22]2[CH2:21][CH2:20][O:31][CH2:24][C@@H:23]2[CH3:25])[C:5]2[CH2:11][N:10]([C:12]([O:14][C:15]([CH3:18])([CH3:17])[CH3:16])=[O:13])[CH2:9][CH2:8][C:6]=2[N:7]=1. The catalyst class is: 326.